This data is from Forward reaction prediction with 1.9M reactions from USPTO patents (1976-2016). The task is: Predict the product of the given reaction. (1) Given the reactants Br[C:2]1[CH:3]=[C:4]([CH:11]=[O:12])[CH:5]=[C:6]2[C:10]=1[NH:9][CH:8]=[CH:7]2.[CH3:13][S:14]([C:16]1[CH:21]=[CH:20][C:19](B(O)O)=[CH:18][CH:17]=1)=[O:15].C([O-])([O-])=O.[Na+].[Na+], predict the reaction product. The product is: [CH3:13][S:14]([C:16]1[CH:21]=[CH:20][C:19]([C:2]2[CH:3]=[C:4]([CH:11]=[O:12])[CH:5]=[C:6]3[C:10]=2[NH:9][CH:8]=[CH:7]3)=[CH:18][CH:17]=1)=[O:15]. (2) Given the reactants [C:1]([C:5]1[CH:24]=[C:8]2[N:9]=[C:10]([CH3:23])[C:11]([CH:14]([CH2:19][CH2:20][O:21][CH3:22])[C:15]([O:17][CH3:18])=[O:16])=[C:12](Cl)[N:7]2[N:6]=1)([CH3:4])([CH3:3])[CH3:2].B(O)(O)[C:26]1[CH:27]=[CH:28][C:29]([CH3:32])=[CH:30][CH:31]=1.C(N(C(C)C)CC)(C)C, predict the reaction product. The product is: [C:1]([C:5]1[CH:24]=[C:8]2[N:9]=[C:10]([CH3:23])[C:11]([CH:14]([CH2:19][CH2:20][O:21][CH3:22])[C:15]([O:17][CH3:18])=[O:16])=[C:12]([C:26]3[CH:31]=[CH:30][C:29]([CH3:32])=[CH:28][CH:27]=3)[N:7]2[N:6]=1)([CH3:4])([CH3:3])[CH3:2]. (3) Given the reactants C(O)(C(F)(F)F)=O.CC[C:10]1([C:18]2[CH:23]=[CH:22]C(N)=CC=2)[C:16](=O)[NH:15][C:13](=O)[CH2:12][CH2:11]1.[OH-], predict the reaction product. The product is: [CH3:22][CH:23]1[CH2:11][C@@H:12]2[CH2:13][NH:15][CH2:16][C@@H:10]2[CH2:18]1. (4) Given the reactants Cl[C:2]1[C:11]([C:12]([OH:14])=[O:13])=[CH:10][C:9]2[C:4](=[CH:5][CH:6]=[C:7]([Cl:15])[CH:8]=2)[N:3]=1.[NH2:16][C@@H:17]([CH2:21][C:22]1[S:23][CH:24]=[CH:25][CH:26]=1)[C:18]([OH:20])=[O:19], predict the reaction product. The product is: [C:18]([C@@H:17]([NH:16][C:2]1[C:11]([C:12]([OH:14])=[O:13])=[CH:10][C:9]2[C:4](=[CH:5][CH:6]=[C:7]([Cl:15])[CH:8]=2)[N:3]=1)[CH2:21][C:22]1[S:23][CH:24]=[CH:25][CH:26]=1)([OH:20])=[O:19]. (5) Given the reactants [OH:1][CH2:2][C:3]([NH2:5])=[S:4].[CH2:6]([O:8][C:9](=[O:14])[C:10](=O)[CH2:11]Br)[CH3:7].C(Cl)Cl.CO, predict the reaction product. The product is: [CH2:6]([O:8][C:9]([C:10]1[N:5]=[C:3]([CH2:2][OH:1])[S:4][CH:11]=1)=[O:14])[CH3:7]. (6) Given the reactants [Cl:1][C:2]1[CH:3]=[C:4]([N:9]([CH2:21][CH2:22][CH2:23][N:24]2[CH2:31][CH:30]3[CH:26]([CH2:27][NH:28][CH2:29]3)[CH2:25]2)[C:10]([CH:12]2[CH2:17][CH2:16][N:15]([C:18](=[O:20])[CH3:19])[CH2:14][CH2:13]2)=[O:11])[CH:5]=[CH:6][C:7]=1[CH3:8].CCN(C(C)C)C(C)C.[Cl:41][C:42]1[CH:47]=[C:46]([F:48])[CH:45]=[CH:44][C:43]=1[S:49](Cl)(=[O:51])=[O:50], predict the reaction product. The product is: [Cl:41][C:42]1[CH:47]=[C:46]([F:48])[CH:45]=[CH:44][C:43]=1[S:49]([N:28]1[CH2:29][CH:30]2[CH2:31][N:24]([CH2:23][CH2:22][CH2:21][N:9]([C:4]3[CH:5]=[CH:6][C:7]([CH3:8])=[C:2]([Cl:1])[CH:3]=3)[C:10]([CH:12]3[CH2:17][CH2:16][N:15]([C:18](=[O:20])[CH3:19])[CH2:14][CH2:13]3)=[O:11])[CH2:25][CH:26]2[CH2:27]1)(=[O:51])=[O:50]. (7) Given the reactants S(=O)(=O)(O)O.CC(C)(C)C([NH:10][C:11]1[CH:20]=[CH:19][C:18]2[N:17]3[CH2:21][CH2:22][CH2:23][CH:16]3[CH2:15][CH2:14][C:13]=2[C:12]=1[C:24]([O:26][CH3:27])=[O:25])=O, predict the reaction product. The product is: [NH2:10][C:11]1[CH:20]=[CH:19][C:18]2[N:17]3[CH2:21][CH2:22][CH2:23][CH:16]3[CH2:15][CH2:14][C:13]=2[C:12]=1[C:24]([O:26][CH3:27])=[O:25].